From a dataset of Reaction yield outcomes from USPTO patents with 853,638 reactions. Predict the reaction yield, written as a fraction of the theoretical maximum amount of product (1.0 means a 100% yield; for example, 0.34 means a 34% yield). (1) The reactants are [CH2:1]([N:8]1[CH2:12][CH:11]([N:13](C(OC(C)(C)C)=O)[CH2:14][C:15]2[CH:20]=[CH:19][C:18]([F:21])=[CH:17][C:16]=2[F:22])[CH2:10][CH:9]1[C:30](O)=[O:31])[C:2]1[CH:7]=[CH:6][CH:5]=[CH:4][CH:3]=1.[C:33]1([CH:39]2[CH2:44][CH2:43][NH:42][CH2:41][CH2:40]2)[CH:38]=[CH:37][CH:36]=[CH:35][CH:34]=1. No catalyst specified. The product is [CH2:1]([N:8]1[CH2:12][C@@H:11]([NH:13][CH2:14][C:15]2[CH:20]=[CH:19][C:18]([F:21])=[CH:17][C:16]=2[F:22])[CH2:10][C@H:9]1[C:30]([N:42]1[CH2:41][CH2:40][CH:39]([C:33]2[CH:38]=[CH:37][CH:36]=[CH:35][CH:34]=2)[CH2:44][CH2:43]1)=[O:31])[C:2]1[CH:7]=[CH:6][CH:5]=[CH:4][CH:3]=1. The yield is 0.0830. (2) The reactants are Cl[C:2]1[N:10]=[CH:9][N:8]=[C:7]2[C:3]=1[N:4]=[C:5]([C:12]1[CH:13]=[N:14][N:15]([CH3:17])[CH:16]=1)[N:6]2[CH3:11].[CH:18]1([CH2:21][O:22][C:23]2[CH:28]=[CH:27][C:26]([N:29]3[CH2:34][CH2:33][NH:32][CH2:31][CH2:30]3)=[CH:25][CH:24]=2)[CH2:20][CH2:19]1.C(N(CC)CC)C. The catalyst is C(O)(C)C. The product is [CH:18]1([CH2:21][O:22][C:23]2[CH:24]=[CH:25][C:26]([N:29]3[CH2:34][CH2:33][N:32]([C:2]4[N:10]=[CH:9][N:8]=[C:7]5[C:3]=4[N:4]=[C:5]([C:12]4[CH:13]=[N:14][N:15]([CH3:17])[CH:16]=4)[N:6]5[CH3:11])[CH2:31][CH2:30]3)=[CH:27][CH:28]=2)[CH2:19][CH2:20]1. The yield is 0.300. (3) The reactants are [CH2:1]([S:3]([C:6]1[CH:7]=[CH:8][C:9]([CH2:12][NH2:13])=[N:10][CH:11]=1)(=[O:5])=[O:4])[CH3:2].CCN(C(C)C)C(C)C.CN(C(ON1N=NC2C=CC=NC1=2)=[N+](C)C)C.F[P-](F)(F)(F)(F)F.[C:47]([O:51][C:52]([N:54]1[CH2:62][C:61]2[C:56](=[CH:57][CH:58]=[C:59]([C:63](O)=[O:64])[CH:60]=2)[CH:55]1[CH:66]([CH3:68])[CH3:67])=[O:53])([CH3:50])([CH3:49])[CH3:48]. The catalyst is C(Cl)Cl. The product is [CH2:1]([S:3]([C:6]1[CH:7]=[CH:8][C:9]([CH2:12][NH:13][C:63]([C:59]2[CH:60]=[C:61]3[C:56](=[CH:57][CH:58]=2)[CH:55]([CH:66]([CH3:68])[CH3:67])[N:54]([C:52]([O:51][C:47]([CH3:49])([CH3:48])[CH3:50])=[O:53])[CH2:62]3)=[O:64])=[N:10][CH:11]=1)(=[O:4])=[O:5])[CH3:2]. The yield is 0.500. (4) The reactants are C([CH:10]([O:38]C(C1C=CC=CC=1)C1C=CC=CC=1)[C@:11]1([CH2:28][O:29][C:30](=[O:37])[C:31]2[CH:36]=[CH:35][CH:34]=[CH:33][CH:32]=2)[O:17][C@@H:14]([O:15][CH3:16])[C@@H:13]([F:18])[C@@H:12]1[O:19][C:20](=[O:27])[C:21]1[CH:26]=[CH:25][CH:24]=[CH:23][CH:22]=1)C1C=CC(OC)=CC=1. The catalyst is C(O)(=O)C.O. The product is [C:20]([O:19][C@@H:12]1[C@@:11]([CH2:10][OH:38])([CH2:28][O:29][C:30](=[O:37])[C:31]2[CH:36]=[CH:35][CH:34]=[CH:33][CH:32]=2)[O:17][C@@H:14]([O:15][CH3:16])[C@H:13]1[F:18])(=[O:27])[C:21]1[CH:22]=[CH:23][CH:24]=[CH:25][CH:26]=1. The yield is 0.890. (5) The reactants are Br[C:2]1[C:7](=[O:8])[N:6]([CH2:9][C:10]2[CH:15]=[CH:14][C:13]([C:16]3[C:17]([C:22]#[N:23])=[CH:18][CH:19]=[CH:20][CH:21]=3)=[CH:12][CH:11]=2)[C:5]([CH2:24][CH2:25][CH3:26])=[N:4][C:3]=1[CH3:27].[CH3:28][C:29]1([CH3:41])[CH2:33][C:32]2[CH:34]=[C:35](B(O)O)[CH:36]=[CH:37][C:31]=2[O:30]1.C(=O)([O-])[O-].[Cs+].[Cs+]. The catalyst is O1CCOCC1.C(OCC)(=O)C.C1C=CC(P(C2C=CC=CC=2)[C-]2C=CC=C2)=CC=1.C1C=CC(P(C2C=CC=CC=2)[C-]2C=CC=C2)=CC=1.Cl[Pd]Cl.[Fe+2]. The product is [CH3:28][C:29]1([CH3:41])[CH2:33][C:32]2[CH:34]=[C:35]([C:2]3[C:7](=[O:8])[N:6]([CH2:9][C:10]4[CH:15]=[CH:14][C:13]([C:16]5[C:17]([C:22]#[N:23])=[CH:18][CH:19]=[CH:20][CH:21]=5)=[CH:12][CH:11]=4)[C:5]([CH2:24][CH2:25][CH3:26])=[N:4][C:3]=3[CH3:27])[CH:36]=[CH:37][C:31]=2[O:30]1. The yield is 0.890. (6) The reactants are [CH:1]1([CH2:4][O:5][C:6]2[CH:11]=[CH:10][CH:9]=[C:8]([O:12][CH2:13][C:14]3[CH:19]=[CH:18][C:17]([O:20][CH3:21])=[CH:16][CH:15]=3)[C:7]=2[C:22]2[CH:31]=[C:30]([CH:32]3[CH2:37][CH2:36][CH2:35][N:34]([C:38]([O:40][C:41]([CH3:44])([CH3:43])[CH3:42])=[O:39])[CH2:33]3)[C:29]3[CH:28]=[C:27]([N+:45]([O-])=O)[C:26](=[O:48])[NH:25][C:24]=3[N:23]=2)[CH2:3][CH2:2]1.C(O)C.[Cl-].[NH4+]. The catalyst is [Fe].O. The product is [NH2:45][C:27]1[C:26](=[O:48])[NH:25][C:24]2[N:23]=[C:22]([C:7]3[C:8]([O:12][CH2:13][C:14]4[CH:15]=[CH:16][C:17]([O:20][CH3:21])=[CH:18][CH:19]=4)=[CH:9][CH:10]=[CH:11][C:6]=3[O:5][CH2:4][CH:1]3[CH2:2][CH2:3]3)[CH:31]=[C:30]([CH:32]3[CH2:37][CH2:36][CH2:35][N:34]([C:38]([O:40][C:41]([CH3:44])([CH3:43])[CH3:42])=[O:39])[CH2:33]3)[C:29]=2[CH:28]=1. The yield is 0.840.